Dataset: Forward reaction prediction with 1.9M reactions from USPTO patents (1976-2016). Task: Predict the product of the given reaction. (1) Given the reactants [C:1]([C:4]1[C:22](=[O:23])[C@@:8]2([CH3:24])[C:9]3[C:15]([OH:16])=[CH:14][C:13]([O:17][CH3:18])=[C:12]([C:19]([NH2:21])=[O:20])[C:10]=3[O:11][C:7]2=[CH:6][C:5]=1[OH:25])(=[O:3])[CH3:2].[F:26][C:27]1[CH:46]=[CH:45][C:30]([CH2:31][O:32][C:33]2[C:42]3[C:37](=[CH:38][CH:39]=[CH:40][CH:41]=3)[C:36]([CH:43]=O)=[CH:35][CH:34]=2)=[CH:29][CH:28]=1.C([SiH](CC)CC)C.FC(F)(F)C(O)=O, predict the reaction product. The product is: [C:1]([C:4]1[C:22](=[O:23])[C@@:8]2([CH3:24])[C:9]3[C:15]([OH:16])=[CH:14][C:13]([O:17][CH3:18])=[C:12]([C:19]([NH:21][CH2:43][C:36]4[C:37]5[C:42](=[CH:41][CH:40]=[CH:39][CH:38]=5)[C:33]([O:32][CH2:31][C:30]5[CH:29]=[CH:28][C:27]([F:26])=[CH:46][CH:45]=5)=[CH:34][CH:35]=4)=[O:20])[C:10]=3[O:11][C:7]2=[CH:6][C:5]=1[OH:25])(=[O:3])[CH3:2]. (2) Given the reactants [C:1]([S:20][CH2:21][CH2:22][NH:23][C:24]1[C:29]([C:30]([O:32]CC)=[O:31])=[CH:28][N:27]=[CH:26][N:25]=1)([C:14]1[CH:19]=[CH:18][CH:17]=[CH:16][CH:15]=1)([C:8]1[CH:13]=[CH:12][CH:11]=[CH:10][CH:9]=1)[C:2]1[CH:7]=[CH:6][CH:5]=[CH:4][CH:3]=1.CO.[Li+:37].[OH-], predict the reaction product. The product is: [C:1]([S:20][CH2:21][CH2:22][NH:23][C:24]1[C:29]([C:30]([O-:32])=[O:31])=[CH:28][N:27]=[CH:26][N:25]=1)([C:14]1[CH:19]=[CH:18][CH:17]=[CH:16][CH:15]=1)([C:2]1[CH:3]=[CH:4][CH:5]=[CH:6][CH:7]=1)[C:8]1[CH:9]=[CH:10][CH:11]=[CH:12][CH:13]=1.[Li+:37]. (3) Given the reactants [CH3:1][C:2]1[NH:3][C:4]2[C:9]([CH:10]=1)=[CH:8][CH:7]=[CH:6][CH:5]=2.[CH3:11][C:12]1([CH3:28])[C:16]([CH3:18])([CH3:17])[O:15][B:14]([B:14]2[O:15][C:16]([CH3:18])([CH3:17])[C:12]([CH3:28])([CH3:11])[O:13]2)[O:13]1, predict the reaction product. The product is: [CH3:1][C:2]1[NH:3][C:4]2[C:9]([CH:10]=1)=[CH:8][CH:7]=[CH:6][C:5]=2[B:14]1[O:15][C:16]([CH3:18])([CH3:17])[C:12]([CH3:28])([CH3:11])[O:13]1. (4) Given the reactants C[O:2][C:3]1[CH:12]=[CH:11][C:10]2[C:5](=[CH:6][CH:7]=[C:8]([C:13]3[CH:18]=[C:17]([C:19]4[CH:28]=[CH:27][C:26]5[C:21](=[CH:22][CH:23]=[C:24]([O:29]C)[CH:25]=5)[CH:20]=4)[CH:16]=[C:15]([O:31]C)[CH:14]=3)[CH:9]=2)[CH:4]=1.B(Br)(Br)Br, predict the reaction product. The product is: [OH:31][C:15]1[CH:16]=[C:17]([C:19]2[CH:20]=[C:21]3[C:26](=[CH:27][CH:28]=2)[CH:25]=[C:24]([OH:29])[CH:23]=[CH:22]3)[CH:18]=[C:13]([C:8]2[CH:7]=[CH:6][C:5]3[C:10](=[CH:11][CH:12]=[C:3]([OH:2])[CH:4]=3)[CH:9]=2)[CH:14]=1. (5) Given the reactants Br[CH2:2][C:3](=O)[CH2:4][C@@H:5]1[CH2:10][CH2:9][CH2:8][CH2:7][N:6]1C(OC(C)(C)C)=O.C(Cl)Cl.[F:22][C:23]1[CH:24]=[C:25]([CH2:30][O:31][CH3:32])[C:26]([NH2:29])=[N:27][CH:28]=1, predict the reaction product. The product is: [F:22][C:23]1[CH:24]=[C:25]([CH2:30][O:31][CH3:32])[C:26]2[N:27]([CH:2]=[C:3]([CH2:4][C@@H:5]3[CH2:10][CH2:9][CH2:8][CH2:7][NH:6]3)[N:29]=2)[CH:28]=1.